From a dataset of Full USPTO retrosynthesis dataset with 1.9M reactions from patents (1976-2016). Predict the reactants needed to synthesize the given product. (1) Given the product [CH2:1]([N:8]1[C:16]2[C:11](=[CH:12][C:13]([N:17]3[C:21]([CH3:22])=[CH:20][CH:19]=[C:18]3[CH3:23])=[CH:14][CH:15]=2)[C:10]([C:24]2[CH:29]=[CH:28][CH:27]=[CH:26][CH:25]=2)=[C:9]1[C:30]([NH:39][C@H:38]([C:37]([OH:44])=[O:36])[CH2:40][CH:41]([CH3:43])[CH3:42])=[O:31])[C:2]1[CH:7]=[CH:6][CH:5]=[CH:4][CH:3]=1, predict the reactants needed to synthesize it. The reactants are: [CH2:1]([N:8]1[C:16]2[C:11](=[CH:12][C:13]([N:17]3[C:21]([CH3:22])=[CH:20][CH:19]=[C:18]3[CH3:23])=[CH:14][CH:15]=2)[C:10]([C:24]2[CH:29]=[CH:28][CH:27]=[CH:26][CH:25]=2)=[C:9]1[C:30](O)=[O:31])[C:2]1[CH:7]=[CH:6][CH:5]=[CH:4][CH:3]=1.Cl.C([O:36][C:37](=[O:44])[C@H:38]([CH2:40][CH:41]([CH3:43])[CH3:42])[NH2:39])C. (2) Given the product [I:1][C:2]1[C:10]2[C:5](=[N:6][CH:7]=[N:8][C:9]=2[NH2:11])[N:4]([CH3:12])[N:3]=1, predict the reactants needed to synthesize it. The reactants are: [I:1][C:2]1[C:10]2[C:5](=[N:6][CH:7]=[N:8][C:9]=2[NH2:11])[NH:4][N:3]=1.[CH3:12]N(C)C=O.C(=O)([O-])[O-].[K+].[K+].CI. (3) Given the product [Cl:14][C:15]1[CH:22]=[CH:21][C:18]([CH2:19][NH:20][C:2]2[C:3](=[O:13])[C:4]3[C:9]([C:10](=[O:12])[CH:11]=2)=[CH:8][CH:7]=[CH:6][CH:5]=3)=[CH:17][CH:16]=1, predict the reactants needed to synthesize it. The reactants are: Br[C:2]1[C:3](=[O:13])[C:4]2[C:9]([C:10](=[O:12])[CH:11]=1)=[CH:8][CH:7]=[CH:6][CH:5]=2.[Cl:14][C:15]1[CH:22]=[CH:21][C:18]([CH2:19][NH2:20])=[CH:17][CH:16]=1. (4) The reactants are: [CH2:1]([CH:5]([CH2:37][CH2:38][CH2:39][CH2:40][CH2:41][CH3:42])[CH2:6][O:7][C:8]1[C:17]2[CH:16]=[C:15]3[S:18][CH:19]=[CH:20][C:14]3=[C:13]([O:21][CH2:22][CH:23]([CH2:30][CH2:31][CH2:32][CH3:33])[CH2:24][CH2:25][CH2:26][CH2:27][CH2:28][CH3:29])[C:12]=2[CH:11]=[C:10]2[S:34][CH:35]=[CH:36][C:9]=12)[CH2:2][CH2:3][CH3:4].C([Li])CCC.[Sn:48](Cl)([CH3:51])([CH3:50])[CH3:49].O. Given the product [CH2:1]([CH:5]([CH2:37][CH2:38][CH2:39][CH2:40][CH2:41][CH3:42])[CH2:6][O:7][C:8]1[C:9]2[CH:36]=[C:35]([Sn:48]([CH3:51])([CH3:50])[CH3:49])[S:34][C:10]=2[CH:11]=[C:12]2[C:17]=1[CH:16]=[C:15]1[C:14](=[C:13]2[O:21][CH2:22][CH:23]([CH2:30][CH2:31][CH2:32][CH3:33])[CH2:24][CH2:25][CH2:26][CH2:27][CH2:28][CH3:29])[CH:20]=[C:19]([Sn:48]([CH3:51])([CH3:50])[CH3:49])[S:18]1)[CH2:2][CH2:3][CH3:4], predict the reactants needed to synthesize it. (5) Given the product [CH:36]1([O:35][C:31]([O:32][CH2:33][O:11][C:10](=[O:12])[C:9]2[CH:13]=[CH:14][CH:15]=[C:7]([CH2:6][CH:5]([NH:4][C:1](=[O:3])[CH3:2])[B:18]3[O:26][CH:25]4[C:20]([CH3:30])([CH:21]5[CH2:27][CH:23]([CH2:24]4)[C:22]5([CH3:29])[CH3:28])[O:19]3)[C:8]=2[O:16][CH3:17])=[O:42])[CH2:41][CH2:40][CH2:39][CH2:38][CH2:37]1, predict the reactants needed to synthesize it. The reactants are: [C:1]([NH:4][CH:5]([B:18]1[O:26][CH:25]2[C:20]([CH3:30])([CH:21]3[CH2:27][CH:23]([CH2:24]2)[C:22]3([CH3:29])[CH3:28])[O:19]1)[CH2:6][C:7]1[C:8]([O:16][CH3:17])=[C:9]([CH:13]=[CH:14][CH:15]=1)[C:10]([OH:12])=[O:11])(=[O:3])[CH3:2].[C:31](=[O:42])([O:35][CH:36]1[CH2:41][CH2:40][CH2:39][CH2:38][CH2:37]1)[O:32][CH2:33]Cl. (6) Given the product [CH2:1]([O:3][C:4](=[O:39])[CH2:5][CH2:6][CH2:7][O:8][C:9]1[CH:14]=[CH:13][CH:12]=[C:11]([CH2:15][CH2:16][CH2:17][CH2:18][CH2:19][CH2:20][O:21][C:22]2[CH:23]=[C:24]([C:45]3[CH:44]=[C:43]4[C:48](=[CH:47][CH:46]=3)[NH:40][CH:41]=[CH:42]4)[CH:25]=[C:26]([O:28][CH2:29][CH3:30])[CH:27]=2)[C:10]=1[CH2:32][CH2:33][C:34]([O:36][CH2:37][CH3:38])=[O:35])[CH3:2], predict the reactants needed to synthesize it. The reactants are: [CH2:1]([O:3][C:4](=[O:39])[CH2:5][CH2:6][CH2:7][O:8][C:9]1[CH:14]=[CH:13][CH:12]=[C:11]([CH2:15][CH2:16][CH2:17][CH2:18][CH2:19][CH2:20][O:21][C:22]2[CH:27]=[C:26]([O:28][CH2:29][CH3:30])[CH:25]=[C:24](Br)[CH:23]=2)[C:10]=1[CH2:32][CH2:33][C:34]([O:36][CH2:37][CH3:38])=[O:35])[CH3:2].[NH:40]1[C:48]2[C:43](=[CH:44][C:45](B(O)O)=[CH:46][CH:47]=2)[CH2:42][CH2:41]1.C(=O)([O-])[O-].[Cs+].[Cs+]. (7) Given the product [Br:22][C:23]1[CH:24]=[C:25]([C:29]([NH:2][CH:3]2[CH2:4][CH2:5][N:6]([C:9]3[CH:14]=[C:13]([S:15][CH2:16][C:17]([NH:19][CH3:20])=[O:18])[CH:12]=[C:11]([Cl:21])[N:10]=3)[CH2:7][CH2:8]2)=[O:30])[NH:26][C:27]=1[CH3:28], predict the reactants needed to synthesize it. The reactants are: Cl.[NH2:2][CH:3]1[CH2:8][CH2:7][N:6]([C:9]2[CH:14]=[C:13]([S:15][CH2:16][C:17]([NH:19][CH3:20])=[O:18])[CH:12]=[C:11]([Cl:21])[N:10]=2)[CH2:5][CH2:4]1.[Br:22][C:23]1[CH:24]=[C:25]([C:29](O)=[O:30])[NH:26][C:27]=1[CH3:28].